From a dataset of Merck oncology drug combination screen with 23,052 pairs across 39 cell lines. Regression. Given two drug SMILES strings and cell line genomic features, predict the synergy score measuring deviation from expected non-interaction effect. (1) Drug 1: N#Cc1ccc(Cn2cncc2CN2CCN(c3cccc(Cl)c3)C(=O)C2)cc1. Drug 2: C#Cc1cccc(Nc2ncnc3cc(OCCOC)c(OCCOC)cc23)c1. Cell line: PA1. Synergy scores: synergy=17.7. (2) Drug 1: O=S1(=O)NC2(CN1CC(F)(F)F)C1CCC2Cc2cc(C=CCN3CCC(C(F)(F)F)CC3)ccc2C1. Drug 2: CC1CC2C3CCC4=CC(=O)C=CC4(C)C3(F)C(O)CC2(C)C1(O)C(=O)CO. Cell line: HT144. Synergy scores: synergy=-6.78. (3) Drug 1: O=P1(N(CCCl)CCCl)NCCCO1. Drug 2: Cc1nc(Nc2ncc(C(=O)Nc3c(C)cccc3Cl)s2)cc(N2CCN(CCO)CC2)n1. Cell line: OVCAR3. Synergy scores: synergy=50.7. (4) Drug 1: N#Cc1ccc(Cn2cncc2CN2CCN(c3cccc(Cl)c3)C(=O)C2)cc1. Drug 2: CCC1=CC2CN(C1)Cc1c([nH]c3ccccc13)C(C(=O)OC)(c1cc3c(cc1OC)N(C)C1C(O)(C(=O)OC)C(OC(C)=O)C4(CC)C=CCN5CCC31C54)C2. Cell line: A2058. Synergy scores: synergy=24.0. (5) Drug 1: N.N.O=C(O)C1(C(=O)O)CCC1.[Pt]. Drug 2: CCN(CC)CCNC(=O)c1c(C)[nH]c(C=C2C(=O)Nc3ccc(F)cc32)c1C. Synergy scores: synergy=-0.492. Cell line: NCIH2122. (6) Drug 1: O=S1(=O)NC2(CN1CC(F)(F)F)C1CCC2Cc2cc(C=CCN3CCC(C(F)(F)F)CC3)ccc2C1. Drug 2: CNC(=O)c1cc(Oc2ccc(NC(=O)Nc3ccc(Cl)c(C(F)(F)F)c3)cc2)ccn1. Cell line: UACC62. Synergy scores: synergy=13.9. (7) Drug 1: CCC1=CC2CN(C1)Cc1c([nH]c3ccccc13)C(C(=O)OC)(c1cc3c(cc1OC)N(C)C1C(O)(C(=O)OC)C(OC(C)=O)C4(CC)C=CCN5CCC31C54)C2. Drug 2: CS(=O)(=O)CCNCc1ccc(-c2ccc3ncnc(Nc4ccc(OCc5cccc(F)c5)c(Cl)c4)c3c2)o1. Cell line: OVCAR3. Synergy scores: synergy=-11.9. (8) Drug 1: CN(Cc1cnc2nc(N)nc(N)c2n1)c1ccc(C(=O)NC(CCC(=O)O)C(=O)O)cc1. Drug 2: COC1CC2CCC(C)C(O)(O2)C(=O)C(=O)N2CCCCC2C(=O)OC(C(C)CC2CCC(OP(C)(C)=O)C(OC)C2)CC(=O)C(C)C=C(C)C(O)C(OC)C(=O)C(C)CC(C)C=CC=CC=C1C. Cell line: SKMEL30. Synergy scores: synergy=23.2. (9) Drug 1: CN1C(=O)C=CC2(C)C3CCC4(C)C(NC(=O)OCC(F)(F)F)CCC4C3CCC12. Drug 2: CNC(=O)c1cc(Oc2ccc(NC(=O)Nc3ccc(Cl)c(C(F)(F)F)c3)cc2)ccn1. Cell line: SW620. Synergy scores: synergy=9.48. (10) Drug 1: O=c1[nH]cc(F)c(=O)[nH]1. Cell line: NCIH460. Drug 2: CS(=O)(=O)CCNCc1ccc(-c2ccc3ncnc(Nc4ccc(OCc5cccc(F)c5)c(Cl)c4)c3c2)o1. Synergy scores: synergy=-2.04.